This data is from Catalyst prediction with 721,799 reactions and 888 catalyst types from USPTO. The task is: Predict which catalyst facilitates the given reaction. (1) Reactant: C(O[C:4](=[O:31])[C:5]1[CH:10]=[CH:9][CH:8]=[C:7]([C:11]2[CH:16]=[CH:15][N:14]3[C:17]([C:20]4[CH:25]=[CH:24][CH:23]=[C:22]([N:26]5[CH:30]=[CH:29][CH:28]=[N:27]5)[CH:21]=4)=[CH:18][N:19]=[C:13]3[CH:12]=2)[CH:6]=1)C.[CH2:32]([CH2:34][NH2:35])[OH:33].C([O-])([O-])=O.[K+].[K+]. Product: [OH:33][CH2:32][CH2:34][NH:35][C:4](=[O:31])[C:5]1[CH:10]=[CH:9][CH:8]=[C:7]([C:11]2[CH:16]=[CH:15][N:14]3[C:17]([C:20]4[CH:25]=[CH:24][CH:23]=[C:22]([N:26]5[CH:30]=[CH:29][CH:28]=[N:27]5)[CH:21]=4)=[CH:18][N:19]=[C:13]3[CH:12]=2)[CH:6]=1. The catalyst class is: 14. (2) Reactant: [Cl:1][C:2]1[CH:7]=[C:6]([O:8][C:9]2[CH:14]=[CH:13][C:12]([Cl:15])=[CH:11][CH:10]=2)[CH:5]=[CH:4][C:3]=1[C:16]([OH:31])(/[CH:23]=[CH:24]/[C:25]1[CH:30]=[CH:29][CH:28]=[CH:27][CH:26]=1)[CH2:17][N:18]1[CH:22]=[N:21][CH:20]=[N:19]1.[H-].[Na+].[CH2:34](Br)[C:35]#[CH:36].[Cl-].[Na+]. Product: [Cl:1][C:2]1[CH:7]=[C:6]([O:8][C:9]2[CH:10]=[CH:11][C:12]([Cl:15])=[CH:13][CH:14]=2)[CH:5]=[CH:4][C:3]=1[C:16]([O:31][CH2:36][C:35]#[CH:34])(/[CH:23]=[CH:24]/[C:25]1[CH:30]=[CH:29][CH:28]=[CH:27][CH:26]=1)[CH2:17][N:18]1[CH:22]=[N:21][CH:20]=[N:19]1. The catalyst class is: 1. (3) Reactant: C([C@H]1COC(=O)N1[C:14](=[O:37])[C@@H:15]([O:34][CH2:35][CH3:36])[C@@H:16]([C:18]1[C:23]([CH3:24])=[CH:22][C:21]([O:25][CH2:26][C:27]2[CH:32]=[CH:31][CH:30]=[CH:29][CH:28]=2)=[CH:20][C:19]=1[CH3:33])[OH:17])C1C=CC=CC=1.[CH3:38][O-:39].[Na+]. Product: [CH3:38][O:39][C:14](=[O:37])[C@@H:15]([O:34][CH2:35][CH3:36])[C@@H:16]([C:18]1[C:19]([CH3:33])=[CH:20][C:21]([O:25][CH2:26][C:27]2[CH:32]=[CH:31][CH:30]=[CH:29][CH:28]=2)=[CH:22][C:23]=1[CH3:24])[OH:17]. The catalyst class is: 5. (4) Reactant: C[CH:2]([C:6]1[CH:11]=[CH:10][CH:9]=[CH:8][CH:7]=1)[C:3]([O-:5])=[O:4].S(=O)(=O)(O)O.[C:17]([O-])(O)=O.[Na+]. Product: [C:6]1([CH2:2][C:3]([O:5][CH3:17])=[O:4])[CH:11]=[CH:10][CH:9]=[CH:8][CH:7]=1. The catalyst class is: 5. (5) Reactant: [F:1][C:2]1[CH:3]=[C:4]([C:26]2([N:29](C)[C:30](=O)OC(C)(C)C)[CH2:28][CH2:27]2)[CH:5]=[CH:6][C:7]=1[C:8]1[S:9][C:10]2[C:15]([N:16]=1)=[CH:14][CH:13]=[C:12]([C:17]1([C:20]3[CH:25]=[CH:24][CH:23]=[CH:22][CH:21]=3)[CH2:19][CH2:18]1)[N:11]=2.FC(F)(F)C(O)=O. Product: [F:1][C:2]1[CH:3]=[C:4]([C:26]2([NH:29][CH3:30])[CH2:28][CH2:27]2)[CH:5]=[CH:6][C:7]=1[C:8]1[S:9][C:10]2[C:15]([N:16]=1)=[CH:14][CH:13]=[C:12]([C:17]1([C:20]3[CH:25]=[CH:24][CH:23]=[CH:22][CH:21]=3)[CH2:18][CH2:19]1)[N:11]=2. The catalyst class is: 22. (6) Reactant: [OH:1][CH:2]([C:16]1[CH:21]=[CH:20][CH:19]=[CH:18][CH:17]=1)[C:3]1[CH:15]=[CH:14][C:6]([C:7]([O:9][C:10]([CH3:13])([CH3:12])[CH3:11])=[O:8])=[CH:5][CH:4]=1.[H-].[Na+].I[CH3:25]. Product: [CH3:25][O:1][CH:2]([C:16]1[CH:17]=[CH:18][CH:19]=[CH:20][CH:21]=1)[C:3]1[CH:4]=[CH:5][C:6]([C:7]([O:9][C:10]([CH3:13])([CH3:12])[CH3:11])=[O:8])=[CH:14][CH:15]=1. The catalyst class is: 9. (7) Reactant: [H-].[H-].[H-].[H-].[Li+].[Al+3].[CH3:7][O:8][C:9]1[CH:10]=[CH:11][C:12]2[C:16]([C:17](=[O:33])[C:18]3[CH:23]=[CH:22][C:21]([O:24][CH2:25][CH2:26][N:27]4[CH2:32][CH2:31][CH2:30][CH2:29][CH2:28]4)=[CH:20][CH:19]=3)=[C:15]([C:34]3[CH:41]=[CH:40][CH:39]=[CH:38][C:35]=3[CH:36]=O)[S:14][C:13]=2[CH:42]=1. Product: [CH3:7][O:8][C:9]1[CH:10]=[CH:11][C:12]2[C:16]3[CH:17]([C:18]4[CH:19]=[CH:20][C:21]([O:24][CH2:25][CH2:26][N:27]5[CH2:28][CH2:29][CH2:30][CH2:31][CH2:32]5)=[CH:22][CH:23]=4)[O:33][CH2:36][C:35]4[CH:38]=[CH:39][CH:40]=[CH:41][C:34]=4[C:15]=3[S:14][C:13]=2[CH:42]=1. The catalyst class is: 1. (8) Reactant: I[CH:2]([CH3:4])[CH3:3].[F:5][C:6]1[CH:11]=[C:10]([N+:12]([O-:14])=[O:13])[C:9]([F:15])=[CH:8][C:7]=1[OH:16].C([O-])([O-])=O.[K+].[K+].O. Product: [F:5][C:6]1[CH:11]=[C:10]([N+:12]([O-:14])=[O:13])[C:9]([F:15])=[CH:8][C:7]=1[O:16][CH:2]([CH3:4])[CH3:3]. The catalyst class is: 3. (9) Reactant: [NH2:1][C:2]1[C:7]([CH:8]=O)=[CH:6][CH:5]=[CH:4][N:3]=1.Cl.[NH2:11][OH:12]. Product: [NH2:1][C:2]1[C:7]([CH:8]=[N:11][OH:12])=[CH:6][CH:5]=[CH:4][N:3]=1. The catalyst class is: 17. (10) Reactant: [CH2:1]([O:8][C:9]([CH:11]1[C:17](=[C:18]2[CH2:22][CH:21]([CH2:23]I)[O:20][C:19]2=[O:25])[O:16][C@H:15]2[N:12]1[C:13](=[O:26])[CH2:14]2)=[O:10])[C:2]1[CH:7]=[CH:6][CH:5]=[CH:4][CH:3]=1.C1(C)C=CC=CC=1.COC(C)(C)C. Product: [CH2:1]([O:8][C:9]([CH:11]1[C:17](=[C:18]2[CH2:22][CH:21]([CH3:23])[O:20][C:19]2=[O:25])[O:16][C@H:15]2[N:12]1[C:13](=[O:26])[CH2:14]2)=[O:10])[C:2]1[CH:3]=[CH:4][CH:5]=[CH:6][CH:7]=1. The catalyst class is: 78.